This data is from Merck oncology drug combination screen with 23,052 pairs across 39 cell lines. The task is: Regression. Given two drug SMILES strings and cell line genomic features, predict the synergy score measuring deviation from expected non-interaction effect. (1) Drug 1: COc1cc(C2c3cc4c(cc3C(OC3OC5COC(C)OC5C(O)C3O)C3COC(=O)C23)OCO4)cc(OC)c1O. Drug 2: O=C(O)C1(Cc2cccc(Nc3nccs3)n2)CCC(Oc2cccc(Cl)c2F)CC1. Cell line: RPMI7951. Synergy scores: synergy=17.7. (2) Drug 1: CCC1(O)CC2CN(CCc3c([nH]c4ccccc34)C(C(=O)OC)(c3cc4c(cc3OC)N(C)C3C(O)(C(=O)OC)C(OC(C)=O)C5(CC)C=CCN6CCC43C65)C2)C1. Drug 2: COC1=C2CC(C)CC(OC)C(O)C(C)C=C(C)C(OC(N)=O)C(OC)C=CC=C(C)C(=O)NC(=CC1=O)C2=O. Cell line: EFM192B. Synergy scores: synergy=-32.0. (3) Drug 1: O=S1(=O)NC2(CN1CC(F)(F)F)C1CCC2Cc2cc(C=CCN3CCC(C(F)(F)F)CC3)ccc2C1. Drug 2: O=C(O)C1(Cc2cccc(Nc3nccs3)n2)CCC(Oc2cccc(Cl)c2F)CC1. Cell line: NCIH1650. Synergy scores: synergy=9.61. (4) Drug 1: O=C(CCCCCCC(=O)Nc1ccccc1)NO. Drug 2: C#Cc1cccc(Nc2ncnc3cc(OCCOC)c(OCCOC)cc23)c1. Cell line: PA1. Synergy scores: synergy=0.540. (5) Drug 1: C#Cc1cccc(Nc2ncnc3cc(OCCOC)c(OCCOC)cc23)c1. Drug 2: CCc1c2c(nc3ccc(O)cc13)-c1cc3c(c(=O)n1C2)COC(=O)C3(O)CC. Cell line: OVCAR3. Synergy scores: synergy=28.0. (6) Drug 1: C=CCn1c(=O)c2cnc(Nc3ccc(N4CCN(C)CC4)cc3)nc2n1-c1cccc(C(C)(C)O)n1. Drug 2: C#Cc1cccc(Nc2ncnc3cc(OCCOC)c(OCCOC)cc23)c1. Cell line: MDAMB436. Synergy scores: synergy=5.65.